Dataset: Reaction yield outcomes from USPTO patents with 853,638 reactions. Task: Predict the reaction yield, written as a fraction of the theoretical maximum amount of product (1.0 means a 100% yield; for example, 0.34 means a 34% yield). The reactants are [NH2:1][C:2]1[C:3]([N+:18]([O-])=O)=[C:4]([CH:9]=[C:10]([N:12]2[CH2:17][CH2:16][O:15][CH2:14][CH2:13]2)[CH:11]=1)[C:5]([O:7][CH3:8])=[O:6]. The catalyst is CO.[Pd]. The product is [NH2:18][C:3]1[C:2]([NH2:1])=[CH:11][C:10]([N:12]2[CH2:17][CH2:16][O:15][CH2:14][CH2:13]2)=[CH:9][C:4]=1[C:5]([O:7][CH3:8])=[O:6]. The yield is 0.801.